Dataset: Catalyst prediction with 721,799 reactions and 888 catalyst types from USPTO. Task: Predict which catalyst facilitates the given reaction. (1) Reactant: Cl[C:2]1[CH:7]=[N:6][CH:5]=[C:4]([Cl:8])[N:3]=1.[C:9]([NH:12][C:13]1[CH:14]=[C:15]([OH:19])[CH:16]=[CH:17][CH:18]=1)(=[O:11])[CH3:10]. Product: [Cl:8][C:4]1[CH:5]=[N:6][CH:7]=[C:2]([O:19][C:15]2[CH:16]=[CH:17][CH:18]=[C:13]([NH:12][C:9](=[O:11])[CH3:10])[CH:14]=2)[N:3]=1. The catalyst class is: 25. (2) Reactant: F[C:2]1[CH:7]=[C:6]([C:8]2[C:9]([C:15]3[O:16][CH:17]=[CH:18][CH:19]=3)=[N:10][C:11]([NH2:14])=[N:12][CH:13]=2)[CH:5]=[CH:4][N:3]=1.[C-]#[N:21].[Na+].[C:23]([O:26]CC)(=O)[CH3:24]. Product: [NH2:14][C:11]1[N:10]=[C:9]([C:15]2[O:16][CH:17]=[CH:18][CH:19]=2)[C:8]([C:6]2[CH:5]=[CH:4][N:3]=[C:2]([CH2:24][C:23]([NH2:21])=[O:26])[CH:7]=2)=[CH:13][N:12]=1. The catalyst class is: 16. (3) Reactant: [H-].[Al+3].[Li+].[H-].[H-].[H-].[CH3:7][O:8][C:9]1[CH:10]=[C:11]([O:22][CH2:23][C:24](OCC)=[O:25])[CH:12]=[C:13]([O:15][CH2:16][C:17](OCC)=[O:18])[CH:14]=1.C(OCC)(=O)C.S([O-])(O)(=O)=O.[K+]. Product: [CH3:7][O:8][C:9]1[CH:14]=[C:13]([O:15][CH2:16][CH2:17][OH:18])[CH:12]=[C:11]([O:22][CH2:23][CH2:24][OH:25])[CH:10]=1. The catalyst class is: 7. (4) Reactant: [CH3:1][O:2][C:3]1[CH:4]=[C:5]([C:9]2[CH:10]=[C:11]([C:16]3[O:17][C:18]([CH:21]4[CH2:26][CH2:25][NH:24][CH2:23][CH2:22]4)=[N:19][N:20]=3)[C:12]([NH2:15])=[N:13][CH:14]=2)[CH:6]=[CH:7][CH:8]=1.[H-].[Na+].[CH3:29]I. Product: [CH3:1][O:2][C:3]1[CH:4]=[C:5]([C:9]2[CH:10]=[C:11]([C:16]3[O:17][C:18]([CH:21]4[CH2:26][CH2:25][N:24]([CH3:29])[CH2:23][CH2:22]4)=[N:19][N:20]=3)[C:12]([NH2:15])=[N:13][CH:14]=2)[CH:6]=[CH:7][CH:8]=1. The catalyst class is: 1. (5) Reactant: [C:1]([O:4][C@@H:5]1[C:15]2[C:10](=[N:11][CH:12]=[CH:13][CH:14]=2)[C@H:9]([O:16][Si](C(C)C)(C(C)C)C(C)C)[CH2:8][CH2:7][C@H:6]1[C:27]1[CH:32]=[CH:31][CH:30]=[C:29]([F:33])[C:28]=1[F:34])(=[O:3])[CH3:2].CCCC[N+](CCCC)(CCCC)CCCC.[F-]. Product: [C:1]([O:4][C@@H:5]1[C:15]2[C:10](=[N:11][CH:12]=[CH:13][CH:14]=2)[C@H:9]([OH:16])[CH2:8][CH2:7][C@H:6]1[C:27]1[CH:32]=[CH:31][CH:30]=[C:29]([F:33])[C:28]=1[F:34])(=[O:3])[CH3:2]. The catalyst class is: 7. (6) Reactant: ClS([N:5]=[C:6]=[O:7])(=O)=O.[NH2:8][C:9]1[S:10][C:11]([C:17]2[CH:22]=[CH:21][CH:20]=[CH:19][CH:18]=2)=[CH:12][C:13]=1[C:14]([NH2:16])=[O:15]. Product: [NH2:5][C:6]([NH:8][C:9]1[S:10][C:11]([C:17]2[CH:18]=[CH:19][CH:20]=[CH:21][CH:22]=2)=[CH:12][C:13]=1[C:14]([NH2:16])=[O:15])=[O:7]. The catalyst class is: 11. (7) Reactant: C([O:3][C:4]([C:6]1[N:11]=[N:10][CH:9]=[C:8]2[N:12]([C:15]3[CH:20]=[CH:19][C:18]([F:21])=[CH:17][CH:16]=3)[N:13]=[CH:14][C:7]=12)=[O:5])C. Product: [F:21][C:18]1[CH:19]=[CH:20][C:15]([N:12]2[C:8]3=[CH:9][N:10]=[N:11][C:6]([C:4]([OH:5])=[O:3])=[C:7]3[CH:14]=[N:13]2)=[CH:16][CH:17]=1. The catalyst class is: 25.